Dataset: Catalyst prediction with 721,799 reactions and 888 catalyst types from USPTO. Task: Predict which catalyst facilitates the given reaction. (1) Reactant: [Cl:1][C:2]1[CH:3]=[C:4]2[C:9](=[CH:10][C:11]=1[OH:12])[O:8][CH2:7][CH2:6][CH:5]2[C:13]([O:15][CH2:16][CH3:17])=[O:14].Cl[C:19]1[CH:27]=[CH:26][C:22]([C:23]([NH2:25])=[O:24])=[CH:21][C:20]=1[N+:28]([O-:30])=[O:29].C(=O)([O-])[O-].[K+].[K+]. Product: [C:23]([C:22]1[CH:26]=[CH:27][C:19]([O:12][C:11]2[CH:10]=[C:9]3[C:4]([CH:5]([C:13]([O:15][CH2:16][CH3:17])=[O:14])[CH2:6][CH2:7][O:8]3)=[CH:3][C:2]=2[Cl:1])=[C:20]([N+:28]([O-:30])=[O:29])[CH:21]=1)(=[O:24])[NH2:25]. The catalyst class is: 3. (2) Reactant: [CH:1]([N:4]1[C:9](=[O:10])[CH:8]=[CH:7][C:6]([CH:11]([NH:20][C:21](=[O:24])[O:22]C)[C:12](=O)[C:13]2[CH:18]=[CH:17][CH:16]=[CH:15][CH:14]=2)=[N:5]1)([CH3:3])[CH3:2].[H-].[Na+].CC(O)=O.O. Product: [CH:1]([N:4]1[C:9](=[O:10])[CH:8]=[CH:7][C:6]([C:11]2[NH:20][C:21](=[O:22])[O:24][C:12]=2[C:13]2[CH:18]=[CH:17][CH:16]=[CH:15][CH:14]=2)=[N:5]1)([CH3:2])[CH3:3]. The catalyst class is: 3. (3) Reactant: [C:1]([O:5][C:6](=[O:32])[NH:7][C:8]1[S:9][C:10]([CH:29]([OH:31])[CH3:30])=[C:11]([C:13]2[C:14]([CH:27]=[O:28])=[N:15][N:16]([CH2:18][C:19]3[CH:24]=[CH:23][C:22]([O:25][CH3:26])=[CH:21][CH:20]=3)[CH:17]=2)[N:12]=1)([CH3:4])([CH3:3])[CH3:2].C1C=C[NH+]=CC=1.[O-][Cr](Cl)(=O)=O. Product: [C:1]([O:5][C:6](=[O:32])[NH:7][C:8]1[S:9][C:10]([C:29](=[O:31])[CH3:30])=[C:11]([C:13]2[C:14]([CH:27]=[O:28])=[N:15][N:16]([CH2:18][C:19]3[CH:20]=[CH:21][C:22]([O:25][CH3:26])=[CH:23][CH:24]=3)[CH:17]=2)[N:12]=1)([CH3:4])([CH3:2])[CH3:3]. The catalyst class is: 2. (4) Reactant: [CH3:1][O:2][CH2:3][C@@H:4]([O:6][C:7]1[CH:8]=[C:9]([CH:27]=[C:28]([C:30](=[O:38])[NH:31][C:32]2[CH:36]=[CH:35][N:34]([CH3:37])[N:33]=2)[CH:29]=1)[O:10][C:11]1[CH:12]=[CH:13][C:14]([C:17]2[O:21][N:20]=[C:19]([C:22]([O:24]CC)=O)[N:18]=2)=[N:15][CH:16]=1)[CH3:5].[NH3:39].CO. Product: [CH3:1][O:2][CH2:3][C@@H:4]([O:6][C:7]1[CH:8]=[C:9]([CH:27]=[C:28]([C:30](=[O:38])[NH:31][C:32]2[CH:36]=[CH:35][N:34]([CH3:37])[N:33]=2)[CH:29]=1)[O:10][C:11]1[CH:12]=[CH:13][C:14]([C:17]2[O:21][N:20]=[C:19]([C:22]([NH2:39])=[O:24])[N:18]=2)=[N:15][CH:16]=1)[CH3:5]. The catalyst class is: 1. (5) Reactant: S(Cl)([Cl:3])=O.CN(C)C=O.[CH2:10]([O:12][C:13]([C:15]1[CH:16]=[C:17]([CH:23]=[CH:24][CH:25]=1)[O:18][CH2:19][C:20](O)=[O:21])=[O:14])[CH3:11]. Product: [Cl:3][C:20](=[O:21])[CH2:19][O:18][C:17]1[CH:16]=[C:15]([CH:25]=[CH:24][CH:23]=1)[C:13]([O:12][CH2:10][CH3:11])=[O:14]. The catalyst class is: 26. (6) Reactant: C[O:2][C:3]1[CH:12]=[CH:11][CH:10]=[C:9]2[C:4]=1[CH:5]=[N:6][C:7]([CH3:13])=[N:8]2.B(Br)(Br)Br.N. Product: [OH:2][C:3]1[CH:12]=[CH:11][CH:10]=[C:9]2[C:4]=1[CH:5]=[N:6][C:7]([CH3:13])=[N:8]2. The catalyst class is: 4. (7) Reactant: [CH3:1][O:2][C:3]1[CH:4]=[C:5]2[O:9][C:8]([C:10]3[N:11]=[C:12]4[N:16]([CH:17]=3)[N:15]=[C:14]([O:18][CH3:19])[S:13]4)=[CH:7][C:6]2=[C:20]([OH:22])[CH:21]=1.O[CH2:24][C:25]1[N:26]=[C:27]([C:30]2[CH:40]=[CH:39][C:33]([C:34]([N:36]([CH3:38])[CH3:37])=[O:35])=[CH:32][CH:31]=2)[S:28][CH:29]=1.C(P(CCCC)CCCC)CCC.N(C(N1CCCCC1)=O)=NC(N1CCCCC1)=O. Product: [CH3:1][O:2][C:3]1[CH:21]=[C:20]([O:22][CH2:24][C:25]2[N:26]=[C:27]([C:30]3[CH:40]=[CH:39][C:33]([C:34]([N:36]([CH3:37])[CH3:38])=[O:35])=[CH:32][CH:31]=3)[S:28][CH:29]=2)[C:6]2[CH:7]=[C:8]([C:10]3[N:11]=[C:12]4[N:16]([CH:17]=3)[N:15]=[C:14]([O:18][CH3:19])[S:13]4)[O:9][C:5]=2[CH:4]=1. The catalyst class is: 841.